The task is: Predict the reactants needed to synthesize the given product.. This data is from Full USPTO retrosynthesis dataset with 1.9M reactions from patents (1976-2016). (1) The reactants are: COC1C=CC(C([NH:24][C:25]2[CH2:26][O:27][C:28]([CH3:55])([CH3:54])[C:29]([F:53])([F:52])[C@:30]([C:33]3[CH:38]=[C:37]([C:39]4[CH:40]=[N:41][N:42]([C:44]5[CH:49]=[CH:48][CH:47]=[C:46]([Cl:50])[CH:45]=5)[CH:43]=4)[CH:36]=[CH:35][C:34]=3[F:51])([CH3:32])[N:31]=2)(C2C=CC(OC)=CC=2)C2C=CC=CC=2)=CC=1.FC(F)(F)C(O)=O. Given the product [ClH:50].[Cl:50][C:46]1[CH:45]=[C:44]([N:42]2[CH:43]=[C:39]([C:37]3[CH:36]=[CH:35][C:34]([F:51])=[C:33]([C@:30]4([CH3:32])[C:29]([F:52])([F:53])[C:28]([CH3:54])([CH3:55])[O:27][CH2:26][C:25]([NH2:24])=[N:31]4)[CH:38]=3)[CH:40]=[N:41]2)[CH:49]=[CH:48][CH:47]=1, predict the reactants needed to synthesize it. (2) Given the product [CH:17]([O:1][C:2]1[CH:7]=[CH:6][C:5]([C:8](=[O:10])[CH3:9])=[CH:4][CH:3]=1)([CH3:19])[CH3:18], predict the reactants needed to synthesize it. The reactants are: [OH:1][C:2]1[CH:7]=[CH:6][C:5]([C:8](=[O:10])[CH3:9])=[CH:4][CH:3]=1.C(=O)([O-])[O-].[K+].[K+].[CH:17](I)([CH3:19])[CH3:18]. (3) Given the product [CH3:3][C:2]([CH3:13])([O:4][C:5]([N:7]1[CH2:8][CH2:9][N:10]([C:16]([N:15]([CH3:19])[CH3:14])=[O:17])[CH2:11][CH2:12]1)=[O:6])[CH3:1], predict the reactants needed to synthesize it. The reactants are: [CH3:1][C:2]([CH3:13])([O:4][C:5]([N:7]1[CH2:12][CH2:11][NH:10][CH2:9][CH2:8]1)=[O:6])[CH3:3].[CH3:14][N:15]([CH3:19])[C:16](Cl)=[O:17].C(=O)([O-])O.[Na+]. (4) Given the product [O:7]=[C:4]1[O:5][N:3]=[C:33]([C:28]2[CH:29]=[CH:30][CH:31]=[CH:32][C:27]=2[C:24]2[CH:25]=[CH:26][C:21]([CH2:20][C:19]3[C:14](=[O:13])[N:15]([C:41]4[CH:45]=[CH:44][S:43][CH:42]=4)[C:16]4[N:17]([N:38]=[CH:39][N:40]=4)[C:18]=3[CH2:35][CH2:36][CH3:37])=[CH:22][CH:23]=2)[NH:34]1, predict the reactants needed to synthesize it. The reactants are: [Cl-].O[NH3+:3].[C:4](=[O:7])([O-])[OH:5].[Na+].CS(C)=O.[O:13]=[C:14]1[C:19]([CH2:20][C:21]2[CH:26]=[CH:25][C:24]([C:27]3[C:28]([C:33]#[N:34])=[CH:29][CH:30]=[CH:31][CH:32]=3)=[CH:23][CH:22]=2)=[C:18]([CH2:35][CH2:36][CH3:37])[N:17]2[N:38]=[CH:39][N:40]=[C:16]2[N:15]1[C:41]1[CH:45]=[CH:44][S:43][CH:42]=1. (5) Given the product [OH:1][C:2]1[CH:3]=[C:4]([CH2:8][C:9]([NH:15][CH:12]([CH3:14])[CH3:13])=[O:11])[CH:5]=[CH:6][CH:7]=1, predict the reactants needed to synthesize it. The reactants are: [OH:1][C:2]1[CH:3]=[C:4]([CH2:8][C:9]([OH:11])=O)[CH:5]=[CH:6][CH:7]=1.[CH:12]([NH2:15])([CH3:14])[CH3:13].CCCP(=O)=O. (6) Given the product [Cl:1][C:2]1[CH:10]=[CH:9][C:5]([C:6]([N:12]([C@@H:13]([CH2:22][CH2:23][CH3:24])[CH2:14][N:15]2[CH2:16][CH2:17][CH:18]([OH:21])[CH2:19][CH2:20]2)[CH3:11])=[O:7])=[CH:4][CH:3]=1, predict the reactants needed to synthesize it. The reactants are: [Cl:1][C:2]1[CH:10]=[CH:9][C:5]([C:6](Cl)=[O:7])=[CH:4][CH:3]=1.[CH3:11][NH:12][C@@H:13]([CH2:22][CH2:23][CH3:24])[CH2:14][N:15]1[CH2:20][CH2:19][CH:18]([OH:21])[CH2:17][CH2:16]1.